This data is from Reaction yield outcomes from USPTO patents with 853,638 reactions. The task is: Predict the reaction yield, written as a fraction of the theoretical maximum amount of product (1.0 means a 100% yield; for example, 0.34 means a 34% yield). (1) The reactants are [CH2:1]([O:4][NH:5][C@@H:6]1[C:11]([CH3:12])=[CH:10][C@@H:9]([CH2:13][O:14][Si:15]([C:18]([CH3:21])([CH3:20])[CH3:19])([CH3:17])[CH3:16])[NH:8][CH2:7]1)[CH:2]=[CH2:3].C(N(CC)C(C)C)(C)C.Cl[C:32](Cl)([O:34]C(=O)OC(Cl)(Cl)Cl)Cl. The catalyst is C(#N)C. The product is [CH2:1]([O:4][N:5]1[C:32](=[O:34])[N:8]2[CH2:7][C@H:6]1[C:11]([CH3:12])=[CH:10][C@H:9]2[CH2:13][O:14][Si:15]([C:18]([CH3:21])([CH3:20])[CH3:19])([CH3:16])[CH3:17])[CH:2]=[CH2:3]. The yield is 0.910. (2) The reactants are [Br:1][C:2]1[CH:7]=[CH:6][C:5]([NH:8][C:9]2[C:10]([CH:19]([OH:28])[CH2:20][Si](OC(C)C)(C)C)=[CH:11][C:12]3[NH:16][CH:15]=[N:14][C:13]=3[C:17]=2[F:18])=[C:4]([Cl:29])[CH:3]=1.[F-].[K+].[OH:32]O. The catalyst is CO.C1COCC1.O. The product is [Br:1][C:2]1[CH:7]=[CH:6][C:5]([NH:8][C:9]2[C:10]([CH:19]([OH:28])[CH2:20][OH:32])=[CH:11][C:12]3[NH:16][CH:15]=[N:14][C:13]=3[C:17]=2[F:18])=[C:4]([Cl:29])[CH:3]=1. The yield is 0.340. (3) The reactants are [Br:1][C:2]1[CH:7]=[C:6](SCC)[CH:5]=[CH:4][C:3]=1[F:11].[CH:12]1C=C(Cl)C=C(C(OO)=O)[CH:13]=1.[O-:23][S:24]([O-:27])(=S)=O.[Na+].[Na+]. The catalyst is C(Cl)Cl. The product is [Br:1][C:2]1[CH:7]=[C:6]([S:24]([CH2:12][CH3:13])(=[O:27])=[O:23])[CH:5]=[CH:4][C:3]=1[F:11]. The yield is 0.500. (4) The reactants are [H-].C([Al+]CC(C)C)C(C)C.[NH:11]1[C:19]2[CH:18]=[CH:17][CH:16]=[C:15]([C:20](OC)=[O:21])[C:14]=2[CH:13]=[CH:12]1.C(OCC)(=O)C.C(C(C(C([O-])=O)O)O)([O-])=O.[Na+].[K+]. The catalyst is CCOCC. The product is [NH:11]1[C:19]2[CH:18]=[CH:17][CH:16]=[C:15]([CH2:20][OH:21])[C:14]=2[CH:13]=[CH:12]1. The yield is 1.00. (5) The product is [BrH:1].[Br:1][C:11]1[S:12][C:8]([C:4]2[CH:3]=[NH+:2][CH:7]=[CH:6][CH:5]=2)=[N:9][N:10]=1. The catalyst is O. The yield is 0.800. The reactants are [BrH:1].[N:2]1[CH:7]=[CH:6][CH:5]=[C:4]([C:8]2[S:12][C:11](N)=[N:10][N:9]=2)[CH:3]=1.BrBr.N([O-])=O.[Na+].[OH-].[Na+].